Predict the product of the given reaction. From a dataset of Forward reaction prediction with 1.9M reactions from USPTO patents (1976-2016). (1) Given the reactants [NH2:1][CH2:2][C:3]1[C:4]([F:23])=[CH:5][C:6]([Cl:22])=[C:7]([N:9]2[C:13](=[O:14])[NH:12][C:11]([C:15]3[CH:20]=[CH:19][C:18]([I:21])=[CH:17][CH:16]=3)=[N:10]2)[CH:8]=1.[C:24](Cl)(=[O:29])[C:25]([CH3:28])([CH3:27])[CH3:26].CCN(C(C)C)C(C)C, predict the reaction product. The product is: [Cl:22][C:6]1[C:7]([N:9]2[C:13](=[O:14])[NH:12][C:11]([C:15]3[CH:16]=[CH:17][C:18]([I:21])=[CH:19][CH:20]=3)=[N:10]2)=[CH:8][C:3]([CH2:2][NH:1][C:24](=[O:29])[C:25]([CH3:28])([CH3:27])[CH3:26])=[C:4]([F:23])[CH:5]=1. (2) Given the reactants [CH2:1]([O:3][C:4]([C:6]1[C:15](=[O:16])[C:14]2[C:9](=[CH:10][CH:11]=[C:12](Cl)[N:13]=2)[N:8]([C@H:18]([C:22]([CH3:30])([CH3:29])[O:23][SiH2:24][C:25]([CH3:28])([CH3:27])[CH3:26])[CH:19]([CH3:21])[CH3:20])[CH:7]=1)=[O:5])[CH3:2].[Br-].[F:32][C:33]1[C:40]([Cl:41])=[CH:39][CH:38]=[CH:37][C:34]=1[CH2:35][Zn+].Cl, predict the reaction product. The product is: [CH2:1]([O:3][C:4]([C:6]1[C:15](=[O:16])[C:14]2[C:9](=[CH:10][CH:11]=[C:12]([CH2:35][C:34]3[CH:37]=[CH:38][CH:39]=[C:40]([Cl:41])[C:33]=3[F:32])[N:13]=2)[N:8]([C@H:18]([C:22]([CH3:30])([CH3:29])[O:23][SiH2:24][C:25]([CH3:26])([CH3:27])[CH3:28])[CH:19]([CH3:21])[CH3:20])[CH:7]=1)=[O:5])[CH3:2]. (3) Given the reactants [Cl:1][C:2]1[CH:52]=[CH:51][CH:50]=[CH:49][C:3]=1[O:4][CH2:5][CH2:6][CH2:7][O:8][C:9]1[CH:14]=[CH:13][C:12]([CH:15]2[CH:20]([O:21][CH2:22][C:23]3[CH:24]=[CH:25][C:26]4[O:31][CH2:30][CH2:29][N:28]([CH2:32][CH2:33][CH2:34][O:35][CH3:36])[C:27]=4[CH:37]=3)[CH2:19][N:18](C(OCC3C=CC=CC=3)=O)[CH2:17][CH:16]2[OH:48])=[CH:11][CH:10]=1.CO.[OH-].[K+], predict the reaction product. The product is: [Cl:1][C:2]1[CH:52]=[CH:51][CH:50]=[CH:49][C:3]=1[O:4][CH2:5][CH2:6][CH2:7][O:8][C:9]1[CH:10]=[CH:11][C:12]([CH:15]2[CH:20]([O:21][CH2:22][C:23]3[CH:24]=[CH:25][C:26]4[O:31][CH2:30][CH2:29][N:28]([CH2:32][CH2:33][CH2:34][O:35][CH3:36])[C:27]=4[CH:37]=3)[CH2:19][NH:18][CH2:17][CH:16]2[OH:48])=[CH:13][CH:14]=1. (4) Given the reactants Cl.Cl.[Cl:3][C:4]1[CH:19]=[CH:18][C:7]2[N:8]=[C:9]([NH:11][C@H:12]3[C@@H:16]([NH2:17])[CH2:15][O:14][CH2:13]3)[S:10][C:6]=2[CH:5]=1.C(N(CC)CC)C.[CH3:27][O:28][C:29]1[CH:37]=[CH:36][CH:35]=[C:34]([O:38][CH3:39])[C:30]=1[C:31](Cl)=[O:32].C(=O)(O)[O-].[Na+], predict the reaction product. The product is: [Cl:3][C:4]1[CH:19]=[CH:18][C:7]2[N:8]=[C:9]([NH:11][C@H:12]3[CH2:13][O:14][CH2:15][C@H:16]3[NH:17][C:31](=[O:32])[C:30]3[C:34]([O:38][CH3:39])=[CH:35][CH:36]=[CH:37][C:29]=3[O:28][CH3:27])[S:10][C:6]=2[CH:5]=1. (5) Given the reactants [C:1]1([S:7]([N:10]2[C:18]3[C:13](=[CH:14][CH:15]=[CH:16][CH:17]=3)[CH:12]=[C:11]2[C:19]([O:21]C)=[O:20])(=[O:9])=[O:8])[CH:6]=[CH:5][CH:4]=[CH:3][CH:2]=1.O.[OH-].[Li+], predict the reaction product. The product is: [C:1]1([S:7]([N:10]2[C:18]3[C:13](=[CH:14][CH:15]=[CH:16][CH:17]=3)[CH:12]=[C:11]2[C:19]([OH:21])=[O:20])(=[O:9])=[O:8])[CH:2]=[CH:3][CH:4]=[CH:5][CH:6]=1.